Dataset: Full USPTO retrosynthesis dataset with 1.9M reactions from patents (1976-2016). Task: Predict the reactants needed to synthesize the given product. (1) Given the product [ClH:34].[CH2:1]([O:3][C@H:4]1[CH2:9][CH2:8][C@H:7]([N:10]2[CH2:15][CH2:14][CH:13]([N:16]3[C:17]4[CH:22]=[C:21]([F:23])[CH:20]=[CH:19][C:18]=4[NH:24][C:35]3=[O:37])[CH2:12][CH2:11]2)[CH2:6][CH2:5]1)[CH3:2], predict the reactants needed to synthesize it. The reactants are: [CH2:1]([O:3][C@H:4]1[CH2:9][CH2:8][C@H:7]([N:10]2[CH2:15][CH2:14][CH:13]([NH:16][C:17]3[C:18]([NH2:24])=[CH:19][CH:20]=[C:21]([F:23])[CH:22]=3)[CH2:12][CH2:11]2)[CH2:6][CH2:5]1)[CH3:2].C(N(C(C)C)CC)(C)C.[Cl:34][C:35](Cl)([O:37]C(=O)OC(Cl)(Cl)Cl)Cl.C([O-])(O)=O.[Na+]. (2) Given the product [CH3:1][C:2]1[S:6][C:5]2[NH:7][C:8]3[CH:9]=[CH:10][CH:11]=[CH:12][C:13]=3[N:14]=[C:15]([N:16]3[CH2:17][CH2:18][N:19]([CH3:22])[CH2:20][CH2:21]3)[C:4]=2[CH:3]=1.[S:25]([CH2:23][CH3:24])([O-:28])(=[O:27])=[O:26], predict the reactants needed to synthesize it. The reactants are: [CH3:1][C:2]1[S:6][C:5]2[NH:7][C:8]3[CH:9]=[CH:10][CH:11]=[CH:12][C:13]=3[N:14]=[C:15]([N:16]3[CH2:21][CH2:20][N:19]([CH3:22])[CH2:18][CH2:17]3)[C:4]=2[CH:3]=1.[CH2:23]([S:25]([OH:28])(=[O:27])=[O:26])[CH3:24]. (3) The reactants are: [Cl:1][C:2]1[CH:7]=[CH:6][C:5]([C@:8]2([O:26][C@H:25]([CH2:27][O:28]C(=O)C)[C@@H:20]([O:21]C(=O)C)[C@H:15]([O:16]C(=O)C)[C@H:10]2[O:11]C(=O)C)[OH:9])=[CH:4][C:3]=1[CH:32]([C:42]#[CH:43])[C:33]1[CH:38]=[CH:37][C:36]([CH2:39][O:40][CH3:41])=[CH:35][CH:34]=1.[OH-].[K+]. Given the product [Cl:1][C:2]1[CH:7]=[CH:6][C:5]([C@:8]2([O:26][C@H:25]([CH2:27][OH:28])[C@@H:20]([OH:21])[C@H:15]([OH:16])[C@H:10]2[OH:11])[OH:9])=[CH:4][C:3]=1[CH:32]([C:42]#[CH:43])[C:33]1[CH:34]=[CH:35][C:36]([CH2:39][O:40][CH3:41])=[CH:37][CH:38]=1, predict the reactants needed to synthesize it. (4) Given the product [F:21][C:2]([F:1])([C:8]1[CH:9]=[CH:10][C:11]([C:14]2[CH:19]=[CH:18][C:17]([F:20])=[CH:16][CH:15]=2)=[CH:12][CH:13]=1)[C:3]([OH:5])=[O:4], predict the reactants needed to synthesize it. The reactants are: [F:1][C:2]([F:21])([C:8]1[CH:13]=[CH:12][C:11]([C:14]2[CH:19]=[CH:18][C:17]([F:20])=[CH:16][CH:15]=2)=[CH:10][CH:9]=1)[C:3]([O:5]CC)=[O:4].CO.O.[OH-].[Li+]. (5) Given the product [C:21]([NH:20][C:18](=[O:19])[C:17]1[CH:25]=[CH:26][CH:27]=[C:15]([CH2:14][N:11]2[CH2:12][CH2:13][N:8]([C:6](=[O:7])[C:5]3[CH:30]=[CH:31][C:2]([NH:1][C:34]([NH:50][CH2:49][CH:46]4[CH2:48][CH2:47]4)=[O:35])=[C:3]([F:32])[CH:4]=3)[CH2:9][CH:10]2[CH2:28][F:29])[CH:16]=1)([CH3:24])([CH3:23])[CH3:22], predict the reactants needed to synthesize it. The reactants are: [NH2:1][C:2]1[CH:31]=[CH:30][C:5]([C:6]([N:8]2[CH2:13][CH2:12][N:11]([CH2:14][C:15]3[CH:16]=[C:17]([CH:25]=[CH:26][CH:27]=3)[C:18]([NH:20][C:21]([CH3:24])([CH3:23])[CH3:22])=[O:19])[CH:10]([CH2:28][F:29])[CH2:9]2)=[O:7])=[CH:4][C:3]=1[F:32].Cl[C:34](OC1C=CC([N+]([O-])=O)=CC=1)=[O:35].[CH:46]1([CH2:49][NH2:50])[CH2:48][CH2:47]1. (6) Given the product [F:1][C:2]([F:30])([F:31])[CH2:3][O:4][CH2:5][CH2:6][O:7][CH2:8][CH2:9][O:10][CH2:11][CH2:12][O:13][CH2:14][CH2:15][O:16][CH2:17][CH2:18][O:19][CH2:20][CH2:21][OH:22], predict the reactants needed to synthesize it. The reactants are: [F:1][C:2]([F:31])([F:30])[CH2:3][O:4][CH2:5][CH2:6][O:7][CH2:8][CH2:9][O:10][CH2:11][CH2:12][O:13][CH2:14][CH2:15][O:16][CH2:17][CH2:18][O:19][CH2:20][CH2:21][O:22]CC1C=CC=CC=1. (7) Given the product [CH:3]1([N:7]2[CH2:12][CH2:11][CH:10]([O:13][C:14]3[CH:15]=[CH:16][C:17]([C:20]4([C:21]([O:23][CH2:24][CH3:25])=[O:22])[CH2:31][CH2:30][O:29][CH2:28][CH2:27]4)=[CH:18][CH:19]=3)[CH2:9][CH2:8]2)[CH2:4][CH2:5][CH2:6]1, predict the reactants needed to synthesize it. The reactants are: [H-].[Na+].[CH:3]1([N:7]2[CH2:12][CH2:11][CH:10]([O:13][C:14]3[CH:19]=[CH:18][C:17]([CH2:20][C:21]([O:23][CH2:24][CH3:25])=[O:22])=[CH:16][CH:15]=3)[CH2:9][CH2:8]2)[CH2:6][CH2:5][CH2:4]1.Br[CH2:27][CH2:28][O:29][CH2:30][CH2:31]Br.[I-].[K+].